From a dataset of Forward reaction prediction with 1.9M reactions from USPTO patents (1976-2016). Predict the product of the given reaction. Given the reactants BrC1C(C)(C)OC2C(C=1)=CC=C(OC)C=2.BrC1C=CC(OC)=CC=1[N+]([O-])=O.[CH3:28][O:29][C:30]1[CH:39]=[C:38]2[C:33]([CH:34]=[C:35]([C:42]3[CH:47]=[CH:46][C:45]([O:48][CH3:49])=[CH:44][C:43]=3[N+:50]([O-])=O)[C:36]([CH3:41])([CH3:40])[O:37]2)=[CH:32][CH:31]=1, predict the reaction product. The product is: [CH3:49][O:48][C:45]1[CH:46]=[CH:47][C:42]([CH:35]2[CH2:34][C:33]3[C:38](=[CH:39][C:30]([O:29][CH3:28])=[CH:31][CH:32]=3)[O:37][C:36]2([CH3:41])[CH3:40])=[C:43]([NH2:50])[CH:44]=1.